Dataset: Full USPTO retrosynthesis dataset with 1.9M reactions from patents (1976-2016). Task: Predict the reactants needed to synthesize the given product. Given the product [NH2:60][C:57]1[CH:58]=[CH:24][C:23]([NH:22][C:20]([C@H:19]([NH:18][C:16]([N:13]2[C:14](=[O:15])[CH:8]([CH2:7][C:6]3[CH:34]=[C:2]([Cl:1])[CH:3]=[CH:4][C:5]=3[O:35][CH3:36])[CH2:9][NH:10][C:11](=[O:33])[CH2:12]2)=[O:17])[CH2:31][CH3:32])=[O:21])=[CH:55][CH:56]=1, predict the reactants needed to synthesize it. The reactants are: [Cl:1][C:2]1[CH:3]=[CH:4][C:5]([O:35][CH3:36])=[C:6]([CH:34]=1)[CH2:7][CH:8]1[C:14](=[O:15])[N:13]([C:16]([NH:18][CH:19]([CH2:31][CH3:32])[C:20]([NH:22][CH2:23][C:24](OC(C)(C)C)=O)=[O:21])=[O:17])[CH2:12][C:11](=[O:33])[NH:10][CH2:9]1.Cl.C(OC(=O)CN)(C)(C)C.C(OC(C1(N)C=[CH:58][C:57]([NH2:60])=[CH:56][CH2:55]1)=O)(C)(C)C.